This data is from NCI-60 drug combinations with 297,098 pairs across 59 cell lines. The task is: Regression. Given two drug SMILES strings and cell line genomic features, predict the synergy score measuring deviation from expected non-interaction effect. (1) Drug 1: C1=CC(=C2C(=C1NCCNCCO)C(=O)C3=C(C=CC(=C3C2=O)O)O)NCCNCCO. Drug 2: C(=O)(N)NO. Cell line: 786-0. Synergy scores: CSS=62.4, Synergy_ZIP=2.82, Synergy_Bliss=4.65, Synergy_Loewe=-24.6, Synergy_HSA=4.97. (2) Cell line: SK-MEL-28. Synergy scores: CSS=2.82, Synergy_ZIP=-1.01, Synergy_Bliss=0.902, Synergy_Loewe=1.70, Synergy_HSA=1.79. Drug 2: C1CNP(=O)(OC1)N(CCCl)CCCl. Drug 1: C1=CC=C(C(=C1)C(C2=CC=C(C=C2)Cl)C(Cl)Cl)Cl. (3) Drug 1: C1CC(C1)(C(=O)O)C(=O)O.[NH2-].[NH2-].[Pt+2]. Drug 2: CCC1(C2=C(COC1=O)C(=O)N3CC4=CC5=C(C=CC(=C5CN(C)C)O)N=C4C3=C2)O.Cl. Cell line: K-562. Synergy scores: CSS=33.2, Synergy_ZIP=3.78, Synergy_Bliss=5.77, Synergy_Loewe=-12.7, Synergy_HSA=3.35. (4) Drug 1: C1=CC=C(C=C1)NC(=O)CCCCCCC(=O)NO. Drug 2: C1C(C(OC1N2C=NC(=NC2=O)N)CO)O. Cell line: MDA-MB-435. Synergy scores: CSS=0.604, Synergy_ZIP=-1.17, Synergy_Bliss=2.37, Synergy_Loewe=-3.61, Synergy_HSA=-1.47. (5) Drug 1: C(CN)CNCCSP(=O)(O)O. Drug 2: B(C(CC(C)C)NC(=O)C(CC1=CC=CC=C1)NC(=O)C2=NC=CN=C2)(O)O. Cell line: NCI-H522. Synergy scores: CSS=43.1, Synergy_ZIP=0.506, Synergy_Bliss=1.91, Synergy_Loewe=-30.8, Synergy_HSA=1.19. (6) Drug 1: CC1=C2C(C(=O)C3(C(CC4C(C3C(C(C2(C)C)(CC1OC(=O)C(C(C5=CC=CC=C5)NC(=O)OC(C)(C)C)O)O)OC(=O)C6=CC=CC=C6)(CO4)OC(=O)C)OC)C)OC. Synergy scores: CSS=33.3, Synergy_ZIP=-1.43, Synergy_Bliss=-5.00, Synergy_Loewe=-43.9, Synergy_HSA=-5.30. Drug 2: C1CN(P(=O)(OC1)NCCCl)CCCl. Cell line: KM12. (7) Drug 1: CC12CCC3C(C1CCC2=O)CC(=C)C4=CC(=O)C=CC34C. Drug 2: C1C(C(OC1N2C=NC3=C(N=C(N=C32)Cl)N)CO)O. Cell line: HL-60(TB). Synergy scores: CSS=93.0, Synergy_ZIP=5.35, Synergy_Bliss=7.89, Synergy_Loewe=-10.9, Synergy_HSA=7.30.